From a dataset of CYP3A4 inhibition data for predicting drug metabolism from PubChem BioAssay. Regression/Classification. Given a drug SMILES string, predict its absorption, distribution, metabolism, or excretion properties. Task type varies by dataset: regression for continuous measurements (e.g., permeability, clearance, half-life) or binary classification for categorical outcomes (e.g., BBB penetration, CYP inhibition). Dataset: cyp3a4_veith. (1) The molecule is CCCCCCCCCCCCCCCCCCOC[C@@H](COP(=O)([O-])OCC[N+](C)(C)C)OC. The result is 0 (non-inhibitor). (2) The molecule is CC(C)C(NC(=O)OCc1ccccc1)C(=O)O. The result is 0 (non-inhibitor). (3) The molecule is CNC[C@H](O)[C@H](O)[C@H](O)[C@H](O)CO. The result is 0 (non-inhibitor). (4) The compound is O=C1C[C@@H](O)[C@@H](O)[C@H]2[C@H]1CC[C@H]1C(=O)N(c3ccc(F)cc3F)C(=O)[C@H]21. The result is 0 (non-inhibitor). (5) The compound is NC(=O)[C@@H]1CCCNC1. The result is 0 (non-inhibitor). (6) The molecule is COc1ccc(O[C@H]2C=C[C@@H](c3ccccc3)O[C@H]2COC(=O)CC/C(C)=N\OC[C@@H](O)[C@H]2O[C@H]3OC(C)(C)O[C@H]3[C@@H]2O)cc1. The result is 1 (inhibitor). (7) The molecule is O=C(Nc1ccc(Cc2ccncc2)cc1)c1ccc(S(=O)(=O)N2CCOCC2)cc1. The result is 1 (inhibitor).